From a dataset of Experimentally validated miRNA-target interactions with 360,000+ pairs, plus equal number of negative samples. Binary Classification. Given a miRNA mature sequence and a target amino acid sequence, predict their likelihood of interaction. (1) The miRNA is hsa-miR-935 with sequence CCAGUUACCGCUUCCGCUACCGC. The protein sequence of the target gene is MEFLSEKFALKSPPSKNSDFYMGAGGPLEHVMETLDNESFYSKASAGKCVQAFGPLPRAEHHVRLERTSPCQDSSVNYGITKVEGQPLHTELNRAMDNCNSLRMSPVKGMQEKGELDELGDKCDSNVSSSKKRRHRTTFTSLQLEELEKVFQKTHYPDVYVREQLALRTELTEARVQVWFQNRRAKWRKRERYGQIQQAKSHFAATYDISVLPRTDSYPQIQNNLWAGNASGGSVVTSCMLPRDTSSCMTPYSHSPRTDSSYTGFSNHQNQFSHVPLNNFFTDSLLTGATNGHAFETKPE.... Result: 0 (no interaction). (2) The miRNA is hsa-miR-6847-5p with sequence ACAGAGGACAGUGGAGUGUGAGC. The protein sequence of the target gene is METPSQRRATRSGAQASSTPLSPTRITRLQEKEDLQELNDRLAVYIDRVRSLETENAGLRLRITESEEVVSREVSGIKAAYEAELGDARKTLDSVAKERARLQLELSKVREEFKELKARNTKKEGDLIAAQARLKDLEALLNSKEAALSTALSEKRTLEGELHDLRGQVAKLEAALGEAKKQLQDEMLRRVDAENRLQTMKEELDFQKNIYSEELRETKRRHETRLVEIDNGKQREFESRLADALQELRAQHEDQVEQYKKELEKTYSAKLDNARQSAERNSNLVGAAHEELQQSRIRID.... Result: 0 (no interaction).